From a dataset of HIV replication inhibition screening data with 41,000+ compounds from the AIDS Antiviral Screen. Binary Classification. Given a drug SMILES string, predict its activity (active/inactive) in a high-throughput screening assay against a specified biological target. (1) The drug is CC(C)NC(=O)OCc1nnn2c1C(OC(=O)NC(C)C)CC2. The result is 0 (inactive). (2) The molecule is CC1CCn2c(=S)[nH]c3cccc(c32)N1. The result is 1 (active).